From a dataset of Forward reaction prediction with 1.9M reactions from USPTO patents (1976-2016). Predict the product of the given reaction. (1) Given the reactants [C:1]([O:5][C:6]([N:8]1[CH2:12][C@@H:11]([C:13](OCC)=[O:14])[C@H:10]([NH:18][C:19](=[O:28])[O:20][CH2:21][C:22]2[CH:27]=[CH:26][CH:25]=[CH:24][CH:23]=2)[CH2:9]1)=[O:7])([CH3:4])([CH3:3])[CH3:2].[Li+].[BH4-], predict the reaction product. The product is: [C:1]([O:5][C:6]([N:8]1[CH2:12][C@@H:11]([CH:13]=[O:14])[C@H:10]([NH:18][C:19](=[O:28])[O:20][CH2:21][C:22]2[CH:23]=[CH:24][CH:25]=[CH:26][CH:27]=2)[CH2:9]1)=[O:7])([CH3:4])([CH3:2])[CH3:3]. (2) The product is: [F:12][C:13]1[CH:20]=[CH:19][CH:18]=[C:17]([F:21])[C:14]=1[CH2:15][N:1]1[C:5]2=[N:6][CH:7]=[CH:8][CH:9]=[C:4]2[C:3]([C:10]#[N:11])=[N:2]1. Given the reactants [NH:1]1[C:5]2=[N:6][CH:7]=[CH:8][CH:9]=[C:4]2[C:3]([C:10]#[N:11])=[N:2]1.[F:12][C:13]1[CH:20]=[CH:19][CH:18]=[C:17]([F:21])[C:14]=1[CH2:15]Br, predict the reaction product. (3) The product is: [C:11]([O:10][C:8](=[O:9])[CH2:7][N:6]1[C:5]2[CH:15]=[CH:16][CH:17]=[CH:18][C:4]=2[N:3]([C:20]2[S:21][CH:22]=[C:23]([Br:25])[N:24]=2)[C:2]1=[O:1])([CH3:14])([CH3:13])[CH3:12]. Given the reactants [O:1]=[C:2]1[N:6]([CH2:7][C:8]([O:10][C:11]([CH3:14])([CH3:13])[CH3:12])=[O:9])[C:5]2[CH:15]=[CH:16][CH:17]=[CH:18][C:4]=2[NH:3]1.Br[C:20]1[S:21][CH:22]=[C:23]([Br:25])[N:24]=1, predict the reaction product. (4) Given the reactants [NH2:1][C:2]1[CH:7]=[CH:6][C:5]([CH:8]([CH3:11])[C:9]#[N:10])=[CH:4][CH:3]=1.[CH3:12][C:13](OC(C)=O)=[O:14], predict the reaction product. The product is: [C:9]([CH:8]([CH3:11])[C:5]1[CH:4]=[CH:3][C:2]([NH:1][C:13](=[O:14])[CH3:12])=[CH:7][CH:6]=1)#[N:10].